From a dataset of Catalyst prediction with 721,799 reactions and 888 catalyst types from USPTO. Predict which catalyst facilitates the given reaction. (1) Reactant: [Si]([O:8][CH2:9][C:10]1[CH:19]=[CH:18][CH:17]=[C:16]2[C:11]=1[C:12](=[O:35])[N:13]([C:21]1[CH:22]=[C:23]([C:27]([N:29]([CH2:31][CH:32]([CH3:34])[CH3:33])[CH3:30])=[O:28])[S:24][C:25]=1[Cl:26])[C:14](=[O:20])[NH:15]2)(C(C)(C)C)(C)C.[F-].C([N+](CCCC)(CCCC)CCCC)CCC. Product: [Cl:26][C:25]1[S:24][C:23]([C:27]([N:29]([CH2:31][CH:32]([CH3:34])[CH3:33])[CH3:30])=[O:28])=[CH:22][C:21]=1[N:13]1[C:12](=[O:35])[C:11]2[C:16](=[CH:17][CH:18]=[CH:19][C:10]=2[CH2:9][OH:8])[NH:15][C:14]1=[O:20]. The catalyst class is: 683. (2) Reactant: [CH3:1][O:2][C@H:3]([CH2:7][CH2:8][S:9]([C:12]1[CH:21]=[CH:20][C:19]2[C:14](=[CH:15][CH:16]=[CH:17][CH:18]=2)[CH:13]=1)(=[O:11])=[O:10])[C:4]([OH:6])=O.[N:22]1([CH2:28][C:29]2[CH:30]=[C:31]3[C:36](=[CH:37][CH:38]=2)[C@H:35]([NH2:39])[CH2:34][CH2:33][CH2:32]3)[CH2:27][CH2:26][CH2:25][CH2:24][CH2:23]1.ON1C2C=CC=CC=2N=N1.Cl.CN(C)CCCN=C=NCC. Product: [CH3:1][O:2][C@H:3]([CH2:7][CH2:8][S:9]([C:12]1[CH:21]=[CH:20][C:19]2[C:14](=[CH:15][CH:16]=[CH:17][CH:18]=2)[CH:13]=1)(=[O:11])=[O:10])[C:4]([NH:39][C@H:35]1[C:36]2[C:31](=[CH:30][C:29]([CH2:28][N:22]3[CH2:27][CH2:26][CH2:25][CH2:24][CH2:23]3)=[CH:38][CH:37]=2)[CH2:32][CH2:33][CH2:34]1)=[O:6]. The catalyst class is: 31. (3) Reactant: [F:1][C:2]([F:13])([F:12])[C:3]([NH:5][C:6]1[CH:7]=[N:8][O:9][C:10]=1[CH3:11])=O. Product: [F:1][C:2]([F:13])([F:12])[C:3]1[NH:8][CH:7]=[C:6]([C:10](=[O:9])[CH3:11])[N:5]=1. The catalyst class is: 29. (4) Reactant: [F:1][C:2]1([F:27])[C:10]2[C:5](=[CH:6][CH:7]=[CH:8][C:9]=2[C@@H:11]([OH:13])[CH3:12])[N:4]([CH2:14][C:15]2[NH:16][C:17](=[O:25])[C:18]3[C:23]([CH:24]=2)=[CH:22][CH:21]=[CH:20][CH:19]=3)[C:3]1=[O:26].IC.[C:30](=O)([O-])[O-].[K+].[K+]. Product: [F:27][C:2]1([F:1])[C:10]2[C:5](=[CH:6][CH:7]=[CH:8][C:9]=2[C@@H:11]([OH:13])[CH3:12])[N:4]([CH2:14][C:15]2[N:16]([CH3:30])[C:17](=[O:25])[C:18]3[C:23]([CH:24]=2)=[CH:22][CH:21]=[CH:20][CH:19]=3)[C:3]1=[O:26]. The catalyst class is: 9. (5) Reactant: Cl.Cl.[NH2:3][CH2:4][C@@:5]1([OH:13])[CH:10]2[CH2:11][CH2:12][N:7]([CH2:8][CH2:9]2)[CH2:6]1.C([O-])([O-])=O.[Cs+].[Cs+].[N:20]([C:23]1[N:24]=[CH:25][C:26]2[C:31]([CH:32]=1)=[CH:30][CH:29]=[CH:28][CH:27]=2)=[C:21]=S.C(N=C=NC(C)C)(C)C. Product: [CH:25]1[C:26]2[C:31](=[CH:30][CH:29]=[CH:28][CH:27]=2)[CH:32]=[C:23]([NH:20][C:21]2[O:13][C@:5]3([CH2:4][N:3]=2)[CH:10]2[CH2:9][CH2:8][N:7]([CH2:12][CH2:11]2)[CH2:6]3)[N:24]=1. The catalyst class is: 9. (6) Reactant: [CH:1]1([C:4]2[CH:9]=[CH:8][C:7]([N+:10]([O-])=O)=[CH:6][N:5]=2)[CH2:3][CH2:2]1.[H][H]. Product: [CH:1]1([C:4]2[N:5]=[CH:6][C:7]([NH2:10])=[CH:8][CH:9]=2)[CH2:3][CH2:2]1. The catalyst class is: 63.